Dataset: Catalyst prediction with 721,799 reactions and 888 catalyst types from USPTO. Task: Predict which catalyst facilitates the given reaction. (1) Reactant: C(=O)([O-])[O-].[K+].[K+].[CH3:7][O:8][C:9]1[CH:23]=[CH:22][C:12]([CH2:13][O:14][C:15]2[CH:16]=[C:17]([OH:21])[CH:18]=[CH:19][CH:20]=2)=[CH:11][CH:10]=1.[CH2:24]([O:26][C:27]([C:29]1[C:30]2[S:38][CH:37]=[C:36]([CH2:39]Br)[C:31]=2[C:32]([Cl:35])=[N:33][CH:34]=1)=[O:28])[CH3:25]. Product: [CH2:24]([O:26][C:27]([C:29]1[C:30]2[S:38][CH:37]=[C:36]([CH2:39][O:21][C:17]3[CH:18]=[CH:19][CH:20]=[C:15]([O:14][CH2:13][C:12]4[CH:11]=[CH:10][C:9]([O:8][CH3:7])=[CH:23][CH:22]=4)[CH:16]=3)[C:31]=2[C:32]([Cl:35])=[N:33][CH:34]=1)=[O:28])[CH3:25]. The catalyst class is: 213. (2) Reactant: Cl[C:2]1[N:7]=[CH:6][C:5]([C:8]([O:10][CH2:11][CH3:12])=[O:9])=[C:4]([C:13]2[CH:18]=[CH:17][CH:16]=[CH:15][CH:14]=2)[CH:3]=1.[NH2:19][CH2:20][CH2:21][NH:22][C:23]1[CH:28]=[CH:27][C:26]([N+:29]([O-:31])=[O:30])=[CH:25][N:24]=1.CCN(C(C)C)C(C)C.CC(N(C)C)=O. Product: [N+:29]([C:26]1[CH:27]=[CH:28][C:23]([NH:22][CH2:21][CH2:20][NH:19][C:2]2[N:7]=[CH:6][C:5]([C:8]([O:10][CH2:11][CH3:12])=[O:9])=[C:4]([C:13]3[CH:18]=[CH:17][CH:16]=[CH:15][CH:14]=3)[CH:3]=2)=[N:24][CH:25]=1)([O-:31])=[O:30]. The catalyst class is: 25. (3) Reactant: Cl[C:2]1[C:3]2[CH:10]=[C:9]([C:11]3[CH:12]=[N:13][N:14]([CH3:16])[CH:15]=3)[NH:8][C:4]=2[N:5]=[CH:6][N:7]=1.[O:17]1[CH2:22][CH2:21][CH:20]([O:23][C:24]2[CH:31]=[CH:30][C:29](B3OC(C)(C)C(C)(C)O3)=[CH:28][C:25]=2[C:26]#[N:27])[CH2:19][CH2:18]1.C([O-])([O-])=O.[Na+].[Na+].C(#N)C.O. Product: [CH3:16][N:14]1[CH:15]=[C:11]([C:9]2[NH:8][C:4]3[N:5]=[CH:6][N:7]=[C:2]([C:29]4[CH:30]=[CH:31][C:24]([O:23][CH:20]5[CH2:21][CH2:22][O:17][CH2:18][CH2:19]5)=[C:25]([CH:28]=4)[C:26]#[N:27])[C:3]=3[CH:10]=2)[CH:12]=[N:13]1. The catalyst class is: 128.